From a dataset of HIV replication inhibition screening data with 41,000+ compounds from the AIDS Antiviral Screen. Binary Classification. Given a drug SMILES string, predict its activity (active/inactive) in a high-throughput screening assay against a specified biological target. (1) The compound is COc1cc(C(c2cccc3ccccc23)N2C(=O)CCC2C(=O)NCc2ccccc2)cc(OC)c1OC. The result is 0 (inactive). (2) The molecule is Oc1nc2c(c(-c3cccc(Cl)c3)n1)COCC2=Cc1cccc(Cl)c1. The result is 0 (inactive). (3) The result is 0 (inactive). The drug is O=C(O)CCCCCCCCCc1ccccc1. (4) The compound is CC1(C)CC(=O)C2=C(C1)OC1=C(CC(C)(C)CC1=O)C2c1ccccc1[N+](=O)[O-]. The result is 0 (inactive). (5) The compound is O=C(OCCN=c1c2ccccc2ccc2ccccc12)c1ccccc1. The result is 0 (inactive). (6) The compound is O=C1NC(N2CCCC(CO)C2)=NC1=Cc1ccc(O)cc1. The result is 0 (inactive). (7) The compound is CC(C)(C)OC(=O)NC1CCCCC1NC(=O)C(=O)NC1CCCCC1NC(=O)OC(C)(C)C. The result is 0 (inactive).